From a dataset of Forward reaction prediction with 1.9M reactions from USPTO patents (1976-2016). Predict the product of the given reaction. Given the reactants [CH3:1][C:2]1[N:7]=[CH:6][C:5](/[CH:8]=[CH:9]\[N:10]2[C:18]3[CH:17]=[CH:16][C:15]([S:19]([CH3:22])(=[O:21])=[O:20])=[CH:14][C:13]=3[C:12]3[CH2:23][N:24]4[CH2:29][CH2:28][CH:27]([C:11]2=3)[CH2:26][CH2:25]4)=[CH:4][CH:3]=1, predict the reaction product. The product is: [CH3:1][C:2]1[N:7]=[CH:6][C:5]([CH2:8][CH2:9][N:10]2[C:18]3[CH:17]=[CH:16][C:15]([S:19]([CH3:22])(=[O:20])=[O:21])=[CH:14][C:13]=3[C:12]3[CH2:23][N:24]4[CH2:25][CH2:26][CH:27]([C:11]2=3)[CH2:28][CH2:29]4)=[CH:4][CH:3]=1.